Dataset: Retrosynthesis with 50K atom-mapped reactions and 10 reaction types from USPTO. Task: Predict the reactants needed to synthesize the given product. Given the product CON(C)C(=O)c1cc(Cl)nc(Cl)c1, predict the reactants needed to synthesize it. The reactants are: CNOC.O=C(O)c1cc(Cl)nc(Cl)c1.